This data is from Forward reaction prediction with 1.9M reactions from USPTO patents (1976-2016). The task is: Predict the product of the given reaction. Given the reactants [CH2:1]([C:3]1[CH:4]=[C:5]([O:18][CH2:19][CH2:20][CH2:21][C:22]([O:24][CH2:25][CH3:26])=[O:23])[CH:6]=[CH:7][C:8]=1B1OC(C)(C)C(C)(C)O1)[CH3:2].Br[C:28]1[O:32][C:31]([C:33]2[CH:34]=[CH:35][C:36]([O:41][CH:42]([CH3:44])[CH3:43])=[C:37]([CH:40]=2)[C:38]#[N:39])=[N:30][N:29]=1.P([O-])([O-])([O-])=O.[K+].[K+].[K+], predict the reaction product. The product is: [C:38]([C:37]1[CH:40]=[C:33]([C:31]2[O:32][C:28]([C:8]3[CH:7]=[CH:6][C:5]([O:18][CH2:19][CH2:20][CH2:21][C:22]([O:24][CH2:25][CH3:26])=[O:23])=[CH:4][C:3]=3[CH2:1][CH3:2])=[N:29][N:30]=2)[CH:34]=[CH:35][C:36]=1[O:41][CH:42]([CH3:44])[CH3:43])#[N:39].